From a dataset of Forward reaction prediction with 1.9M reactions from USPTO patents (1976-2016). Predict the product of the given reaction. (1) Given the reactants [Br:1][C:2]1[C:7]([OH:8])=[CH:6][CH:5]=[C:4]([CH3:9])[N+:3]=1[O-].C(OC(C(F)(F)F)=O)(C(F)(F)F)=[O:12], predict the reaction product. The product is: [Br:1][C:2]1[C:7]([OH:8])=[CH:6][CH:5]=[C:4]([CH2:9][OH:12])[N:3]=1. (2) Given the reactants Br[C:2]1[CH:7]=[CH:6][C:5]([S:8]([C:11]2[CH:16]=[CH:15][CH:14]=[CH:13][CH:12]=2)(=[O:10])=[O:9])=[C:4]([Cl:17])[CH:3]=1.[F:18][C:19]1[CH:20]=[CH:21][C:22]([O:28][CH3:29])=[C:23](B(O)O)[CH:24]=1, predict the reaction product. The product is: [Cl:17][C:4]1[CH:3]=[C:2]([C:21]2[CH:20]=[C:19]([F:18])[CH:24]=[CH:23][C:22]=2[O:28][CH3:29])[CH:7]=[CH:6][C:5]=1[S:8]([C:11]1[CH:16]=[CH:15][CH:14]=[CH:13][CH:12]=1)(=[O:10])=[O:9].